Dataset: Forward reaction prediction with 1.9M reactions from USPTO patents (1976-2016). Task: Predict the product of the given reaction. (1) Given the reactants [OH:1][CH:2]1[CH2:7][CH2:6][N:5]([C:8]([O:10][C:11]([CH3:14])([CH3:13])[CH3:12])=[O:9])[CH2:4][CH:3]1[NH:15][C:16](=[O:27])[C:17]1[CH:22]=[CH:21][C:20]([C:23]([F:26])([F:25])[F:24])=[CH:19][CH:18]=1.CC(OI1(OC(C)=O)(OC(C)=O)OC(=O)C2C=CC=CC1=2)=O.C(OC(=O)CC(C)=O)C, predict the reaction product. The product is: [O:1]=[C:2]1[CH2:7][CH2:6][N:5]([C:8]([O:10][C:11]([CH3:13])([CH3:14])[CH3:12])=[O:9])[CH2:4][CH:3]1[NH:15][C:16](=[O:27])[C:17]1[CH:18]=[CH:19][C:20]([C:23]([F:26])([F:24])[F:25])=[CH:21][CH:22]=1. (2) Given the reactants [CH:1](OCC)(OCC)OCC.[N:11]1[CH:16]=[CH:15][CH:14]=[C:13]([CH2:17][CH2:18][CH2:19][O:20][CH2:21][CH2:22][NH:23][C:24]2[C:33]3[C:28](=[CH:29][CH:30]=[CH:31][CH:32]=3)[N:27]3[N:34]=[N:35][N:36]=[C:26]3[C:25]=2[NH2:37])[CH:12]=1, predict the reaction product. The product is: [N:11]1[CH:16]=[CH:15][CH:14]=[C:13]([CH2:17][CH2:18][CH2:19][O:20][CH2:21][CH2:22][N:23]2[C:24]3[C:33]4[C:28](=[CH:29][CH:30]=[CH:31][CH:32]=4)[N:27]4[N:34]=[N:35][N:36]=[C:26]4[C:25]=3[N:37]=[CH:1]2)[CH:12]=1. (3) Given the reactants [O:1]1[C@H:3]2[C:4]3[C@:17]([CH3:20])([CH2:18][CH2:19][C@@H:2]12)[C@@H:16]1[C@H:7]([C@H:8]2[C@@:12]([CH2:14][CH2:15]1)([CH3:13])[C:11]1([O:24][CH2:23][CH2:22][O:21]1)[CH2:10][CH2:9]2)[C:6](=[O:25])[CH:5]=3.C(O)C.C(=O)([O-])[O-].[K+].[K+], predict the reaction product. The product is: [CH2:23]1[CH2:22][O:21][C:11]2([CH2:10][CH2:9][C@H:8]3[C@H:7]4[C@H:16]([CH2:15][CH2:14][C@:12]23[CH3:13])[C@:17]2([CH3:20])[C:4]([CH2:3][C@H:2]([OH:1])[CH2:19][CH2:18]2)=[CH:5][C:6]4=[O:25])[O:24]1. (4) Given the reactants [CH3:1][O:2][C:3]1[CH:4]=[C:5]([C:12]2[S:13][C:14]3[CH:20]=[C:19]([O:21][CH3:22])[CH:18]=[CH:17][C:15]=3[N:16]=2)[CH:6]=[CH:7][C:8]=1[N+:9]([O-])=O.O.O.[Sn](Cl)Cl.CCCCCC.C1COCC1, predict the reaction product. The product is: [NH2:9][C:8]1[CH:7]=[CH:6][C:5]([C:12]2[S:13][C:14]3[CH:20]=[C:19]([O:21][CH3:22])[CH:18]=[CH:17][C:15]=3[N:16]=2)=[CH:4][C:3]=1[O:2][CH3:1]. (5) Given the reactants Cl.CN(C)CCCN=C=NCC.[C:13]([O:17][C:18]([NH:20][CH2:21][CH2:22][C:23]([OH:25])=O)=[O:19])([CH3:16])([CH3:15])[CH3:14].[CH2:26]1[C:34]2[C:29](=[CH:30][CH:31]=[CH:32][CH:33]=2)[CH2:28][CH:27]1[NH:35][C:36]1[N:37]=[CH:38][C:39]2[CH2:45][NH:44][CH2:43][CH2:42][C:40]=2[N:41]=1, predict the reaction product. The product is: [CH2:26]1[C:34]2[C:29](=[CH:30][CH:31]=[CH:32][CH:33]=2)[CH2:28][CH:27]1[NH:35][C:36]1[N:37]=[CH:38][C:39]2[CH2:45][N:44]([C:23](=[O:25])[CH2:22][CH2:21][NH:20][C:18](=[O:19])[O:17][C:13]([CH3:14])([CH3:15])[CH3:16])[CH2:43][CH2:42][C:40]=2[N:41]=1. (6) Given the reactants [OH:1][C:2]1[C:10]([N+:11]([O-:13])=[O:12])=[CH:9][CH:8]=[CH:7][C:3]=1[C:4]([OH:6])=[O:5].[CH2:14](O)[CH3:15], predict the reaction product. The product is: [CH2:14]([O:5][C:4](=[O:6])[C:3]1[CH:7]=[CH:8][CH:9]=[C:10]([N+:11]([O-:13])=[O:12])[C:2]=1[OH:1])[CH3:15].